This data is from Reaction yield outcomes from USPTO patents with 853,638 reactions. The task is: Predict the reaction yield, written as a fraction of the theoretical maximum amount of product (1.0 means a 100% yield; for example, 0.34 means a 34% yield). The reactants are [CH:1]1([N:7]2[C:12]([OH:13])=[C:11]([C:14]([NH:16][CH2:17][C:18]([O:20]CC)=[O:19])=[O:15])[C:10](=[O:23])[NH:9][C:8]2=[O:24])[CH2:6][CH2:5][CH2:4][CH2:3][CH2:2]1.C(=O)([O-])[O-].[K+].[K+].[CH:31]1([CH2:37][CH2:38]Br)[CH2:36][CH2:35][CH2:34][CH2:33][CH2:32]1.Cl. The catalyst is CC(N(C)C)=O. The product is [CH:1]1([N:7]2[C:12]([OH:13])=[C:11]([C:14]([NH:16][CH2:17][C:18]([OH:20])=[O:19])=[O:15])[C:10](=[O:23])[N:9]([CH2:38][CH2:37][CH:31]3[CH2:36][CH2:35][CH2:34][CH2:33][CH2:32]3)[C:8]2=[O:24])[CH2:2][CH2:3][CH2:4][CH2:5][CH2:6]1. The yield is 0.420.